From a dataset of Full USPTO retrosynthesis dataset with 1.9M reactions from patents (1976-2016). Predict the reactants needed to synthesize the given product. (1) Given the product [CH2:54]([N:58]([CH2:69][CH2:70][CH2:71][CH3:72])[C:59]1[CH:66]=[CH:65][C:62]([CH:63]=[CH:32][C:31]2[CH:30]=[CH:29][C:28]([CH2:27][O:9][Si:10]([C:23]([CH3:26])([CH3:25])[CH3:24])([C:17]3[CH:22]=[CH:21][CH:20]=[CH:19][CH:18]=3)[C:11]3[CH:16]=[CH:15][CH:14]=[CH:13][CH:12]=3)=[CH:53][CH:52]=2)=[C:61]([O:67][CH3:68])[CH:60]=1)[CH2:55][CH2:56][CH3:57], predict the reactants needed to synthesize it. The reactants are: C1([Li])C=CC=CC=1.[Br-].[O:9]([CH2:27][C:28]1[CH:53]=[CH:52][C:31]([CH2:32][P+](C2C=CC=CC=2)(C2C=CC=CC=2)C2C=CC=CC=2)=[CH:30][CH:29]=1)[Si:10]([C:23]([CH3:26])([CH3:25])[CH3:24])([C:17]1[CH:22]=[CH:21][CH:20]=[CH:19][CH:18]=1)[C:11]1[CH:16]=[CH:15][CH:14]=[CH:13][CH:12]=1.[CH2:54]([N:58]([CH2:69][CH2:70][CH2:71][CH3:72])[C:59]1[CH:66]=[CH:65][C:62]([CH:63]=O)=[C:61]([O:67][CH3:68])[CH:60]=1)[CH2:55][CH2:56][CH3:57].O. (2) The reactants are: Cl[C:2]1[N:3]=[C:4]([N:24]2[CH2:29][CH2:28][O:27][CH2:26][CH2:25]2)[C:5]2[S:10][C:9]([C:11]([N:14]3[CH2:19][CH2:18][N:17]([S:20]([CH3:23])(=[O:22])=[O:21])[CH2:16][CH2:15]3)([CH3:13])[CH3:12])=[CH:8][C:6]=2[N:7]=1.CC1(C)C(C)(C)OB([C:38]2[CH:46]=[CH:45][CH:44]=[C:43]3[C:39]=2[CH:40]=[N:41][NH:42]3)O1. Given the product [NH:42]1[C:43]2[C:39](=[C:38]([C:2]3[N:3]=[C:4]([N:24]4[CH2:29][CH2:28][O:27][CH2:26][CH2:25]4)[C:5]4[S:10][C:9]([C:11]([N:14]5[CH2:19][CH2:18][N:17]([S:20]([CH3:23])(=[O:22])=[O:21])[CH2:16][CH2:15]5)([CH3:13])[CH3:12])=[CH:8][C:6]=4[N:7]=3)[CH:46]=[CH:45][CH:44]=2)[CH:40]=[N:41]1, predict the reactants needed to synthesize it. (3) Given the product [Br:1][C:2]1[CH:3]=[C:4]2[C:5]([CH:14]=[C:13]([CH3:19])[N:12]=[C:10]2[CH3:11])=[CH:6][C:7]=1[O:8][CH3:9], predict the reactants needed to synthesize it. The reactants are: [Br:1][C:2]1[CH:3]=[C:4]([CH:10]([NH:12][CH:13]([CH3:19])[CH:14](OC)OC)[CH3:11])[CH:5]=[CH:6][C:7]=1[O:8][CH3:9].ClS(O)(=O)=O. (4) Given the product [N:7]1[CH:8]=[CH:9][CH:10]=[CH:11][C:6]=1[C:24]1[CH:25]=[CH:26][CH:27]=[CH:28][C:23]=1[N+:20]([O-:22])=[O:21], predict the reactants needed to synthesize it. The reactants are: C([Sn](CCCC)(CCCC)[C:6]1[CH:11]=[CH:10][CH:9]=[CH:8][N:7]=1)CCC.[N+:20]([C:23]1[CH:28]=[CH:27][CH:26]=[CH:25][C:24]=1I)([O-:22])=[O:21].[Cl-].[Na+]. (5) Given the product [Br:1][C:2]1[CH:3]=[C:4]([CH2:10][OH:11])[CH:5]=[C:6]([CH2:8][O:9][CH:20]([F:28])[F:19])[CH:7]=1, predict the reactants needed to synthesize it. The reactants are: [Br:1][C:2]1[CH:3]=[C:4]([CH2:10][OH:11])[CH:5]=[C:6]([CH2:8][OH:9])[CH:7]=1.[O-]S([O-])(=O)=O.[Na+].[Na+].[F:19][C:20]([F:28])(S(F)(=O)=O)C(O)=O. (6) The reactants are: [C:1]([NH:5][C:6]1[C:7]([C:12]([NH2:14])=[O:13])=[N:8][CH:9]=[CH:10][N:11]=1)(=O)[CH2:2][CH3:3]. Given the product [CH2:2]([C:1]1[NH:14][C:12](=[O:13])[C:7]2[C:6](=[N:11][CH:10]=[CH:9][N:8]=2)[N:5]=1)[CH3:3], predict the reactants needed to synthesize it. (7) Given the product [F:1][C:2]1[CH:3]=[CH:4][C:5]([CH2:6][NH:7][C:8]([C:10]2[N:11]=[C:12]3[N:27]([CH3:28])[CH2:26][CH2:25][N:13]3[C:14](=[O:24])[C:15]=2[OH:16])=[O:9])=[CH:29][CH:30]=1, predict the reactants needed to synthesize it. The reactants are: [F:1][C:2]1[CH:30]=[CH:29][C:5]([CH2:6][NH:7][C:8]([C:10]2[N:11]=[C:12]3[N:27]([CH3:28])[CH2:26][CH2:25][N:13]3[C:14](=[O:24])[C:15]=2[O:16]CC2C=CC=CC=2)=[O:9])=[CH:4][CH:3]=1.[H][H].